From a dataset of Peptide-MHC class II binding affinity with 134,281 pairs from IEDB. Regression. Given a peptide amino acid sequence and an MHC pseudo amino acid sequence, predict their binding affinity value. This is MHC class II binding data. (1) The peptide sequence is GAMRVTKDTNDNNLY. The MHC is HLA-DQA10201-DQB10402 with pseudo-sequence HLA-DQA10201-DQB10402. The binding affinity (normalized) is 0.170. (2) The peptide sequence is PVLSAFKKFPKFNRV. The MHC is DRB3_0202 with pseudo-sequence DRB3_0202. The binding affinity (normalized) is 0.245. (3) The peptide sequence is PTPLLYRLGAVQNEITLTHP. The MHC is DRB1_1501 with pseudo-sequence DRB1_1501. The binding affinity (normalized) is 0.637.